This data is from Experimentally validated miRNA-target interactions with 360,000+ pairs, plus equal number of negative samples. The task is: Binary Classification. Given a miRNA mature sequence and a target amino acid sequence, predict their likelihood of interaction. (1) The miRNA is hsa-miR-3128 with sequence UCUGGCAAGUAAAAAACUCUCAU. The protein sequence of the target gene is MKLLPSVMLKLFLAAVLSALVTGESLERLRRGLAAATSNPDPPTGSTNQLLPTGGDRAQGVQDLEGTDLNLFKVAFSSKPQGLATPSKERNGKKKKKGKGLGKKRDPCLRKYKDYCIHGECRYLQEFRTPSCKCLPGYHGHRCHGLTLPVENPLYTYDHTTVLAVVAVVLSSVCLLVIVGLLMFRYHRRGGYDLESEEKVKLGVASSH. Result: 0 (no interaction). (2) The miRNA is hsa-miR-596 with sequence AAGCCUGCCCGGCUCCUCGGG. The protein sequence of the target gene is MHFSSSARAADENFDYLFKIILIGDSNVGKTCVVQHFKSGVYTETQQNTIGVDFTVRSLDIDGKKVKMQVWDTAGQERFRTITQSYYRSAHAAIIAYDLTRRSTFESIPHWIHEIEKYGAANVVIMLIGNKCDLWEKRHVLFEDACTLAEKYGLLAVLETSAKESKNIEEVFVLMAKELIARNSLHLYGESALNGLPLDSSPVLMAQGPSEKTHCTC. Result: 1 (interaction). (3) The miRNA is hsa-miR-3606-5p with sequence UUAGUGAAGGCUAUUUUAAUU. The protein sequence of the target gene is MASWGGEKRGGAEGSPKPAVYATRKTPSVGSQGDQWYLGYPGDQWSSGFPYSWWKNSVGSESKHGEGALDQPQHDVRLEDLGELHRAARSGDVPGVEHILAPGDTGVDKRDRKKSIQQLVPEYKEKQTPESLPQNNNPDWHPTNLTLSDETCQRSKNLKVDDKCPSVSPSMPENQSATKELGQMNLTEREKMDTGVVLLSGNDTLHDLCQSQLPENKESKEAEQDSELTSEEEQERLKGCENKQPQKTSQEPEMAKDCDREDIPIYPVLPHVQKSEEMWIEQGKLEWKNQLKLVINELKQ.... Result: 0 (no interaction). (4) The miRNA is bta-miR-154a with sequence UAGGUUAUCCGUGUAGCCUUCG. The protein sequence of the target gene is MDVNIAPLRAWDDFFPGSDRFARPDFRDISKWNNRVVSNLLYYQTNYLVVAAMMISIVGFLSPFNMILGGIVVVLVFTGFVWAAHNKDVLRRMKKRYPTTFVMVVMLASYFLISMFGGVMVFVFGITFPLLLMFIHASLRLRNLKNKLENKMEGIGLKRTPMGIVLDALEQQEEGINRLTDYISKVKE. Result: 0 (no interaction). (5) The miRNA is hsa-miR-4760-3p with sequence AAAUUCAUGUUCAAUCUAAACC. The protein sequence of the target gene is MKFSLAISFFILMSLLFEDACAKEKSSKKGKGKKKQYLCPSQQSPEDLARVPPNSTSNILNRLLVSYDPRIRPNFKGIPVDVVVNIFINSFGSIQETTMDYRVNIFLRQKWNDPRLKLPSDFRGSDALTVDPTMYKCLWKPDLFFANEKSANFHDVTQENILLFIFRDGDVLVSMRLSITLSCPLDLTLFPMDTQRCKMQLESFGYTTDDLRFIWQSGDPVQLEKIALPQFDIKKEDIEYGNCTKYYKGTGYYTCVEVIFTLRRQVGFYMMGVYAPTLLIVVLSWLSFWINPDASAARVP.... Result: 0 (no interaction). (6) The miRNA is mmu-miR-1969 with sequence AAGAUGGAGACUUUAACAUGGGU. The protein sequence of the target gene is MALTQVRLTFRDVAIEFSQEEWKCLDPAQRILYRDVMLENYWNLVSLGLCHFDMNIISMLEEGKEPWTVKSCVKIARKPRTPECVKGVVTDIPPKCTIKDLLPKEKSSTEAVFHTVVLERHESPDIEDFSFKEPQKNVHDFECQWRDDTGNYKGVLMAQKEGKRDQRDRRDIENKLMNNQLGVSFHSHLPELQLFQGEGKMYECNQVEKSTNNGSSVSPLQQIPSSVQTHRSKKYHELNHFSLLTQRRKANSCGKPYKCNECGKAFTQNSNLTSHRRIHSGEKPYKCSECGKTFTVRSNL.... Result: 0 (no interaction). (7) The miRNA is hsa-miR-4687-5p with sequence CAGCCCUCCUCCCGCACCCAAA. The protein sequence of the target gene is MSAALFSLDGPARGAPWPAEPAPFYEPGRAGKPGRGAEPGALGEPGAAAPAMYDDESAIDFSAYIDSMAAVPTLELCHDELFADLFNSNHKAGGAGPLELLPGGPARPLGPGPAAPRLLKREPDWGDGDAPGSLLPAQVAACAQTVVSLAAAGQPTPPTSPEPPRSSPRQTPAPGPAREKSAGKRGPDRGSPEYRQRRERNNIAVRKSRDKAKRRNQEMQQKLVELSAENEKLHQRVEQLTRDLAGLRQFFKQLPSPPFLPAAGTADCR. Result: 0 (no interaction). (8) The miRNA is mmu-miR-759 with sequence GCAGAGUGCAAACAAUUUUGAC. The protein sequence of the target gene is MGSQGSVSFTDVTVDFTQEEWEQLDPSQRILYMDVMLENYSNLLSVEVWKADGQVERDPRDLQRQVGSLTTIKNQPPTEERGSRFGKTLTLNTDFVSLRQVPYKYDLYEKTLKYNSDLLSSRNCVRKKGDGCGGFGEPLLYLKQEKPHAGLEYSEYNGNGRALSHKDAIFKHRKIKSLVQPFVCNYCDKTFSFKSLLVSHKRIHTGEKPYECDVCQKTFSHKANLIKHQRIHTGEKPFECPECGKAFTHQSNLIVHQRAHMEKKPYGCSECGKTFAQKFELTTHQRIHTGERPYECNECA.... Result: 0 (no interaction). (9) The miRNA is hsa-miR-125b-2-3p with sequence UCACAAGUCAGGCUCUUGGGAC. Result: 0 (no interaction). The protein sequence of the target gene is MSVLGEYERHCDSINSDFGSESGGGGDSGPGPSAVPGPRAGGGAAEQEELHYIPIRVLGRGAFGEATLYRRTEDDSLVVWKEVDLTRLSEKERRDALNEIVILALLQHDNIIAYYNHFMDNTTLLIELEYCNGGNLYDKILRQKDKLFEEEMVVWYLFQIVSAVSCIHKAGILHRDIKTLNIFLTKANLIKLGDYGLAKKLNSEYSMAETLVGTPYYMSPELCQGVKYNFKSDIWAVGCVIFELLTLKRTFDATNPLNLCVKIVQGIRAMEVDSSQYSLELIQLVHACLDQDPEQRPAAD.... (10) The miRNA is hsa-miR-660-3p with sequence ACCUCCUGUGUGCAUGGAUUA. The protein sequence of the target gene is MGEHNLLNPGFVGPLVNIHTGDTFYFPNFRASGAQLPGLPSLSYPRRDNVCSLSWPSAEPCNGYPQPYLGSPVSLNPPFGRTCELARVEDGKGYYREPCAEGGGGGLKREERGRDPGAGPGAALLPLEPSGPPALGFKYDYAAGGGGGDGGGGAGPPHDPPSCQSLESDSSSSLLNEGNKGAGAGDPGSLVSPLNPGGGLSASGAPWYPINSRSRKKRKPYSKLQLAELEGEFLVNEFITRQRRRELSDRLNLSDQQVKIWFQNRRMKKKRLLLREQALSFF. Result: 0 (no interaction).